Task: Predict the product of the given reaction.. Dataset: Forward reaction prediction with 1.9M reactions from USPTO patents (1976-2016) (1) Given the reactants F[C:2]1[CH:9]=[C:8]([C:10]#[N:11])[CH:7]=[CH:6][C:3]=1[C:4]#[N:5].CCN(CC)CC.[NH2:19][NH2:20], predict the reaction product. The product is: [NH2:11][C:10]1[C:8]2[C:9](=[CH:2][C:3]([C:4]#[N:5])=[CH:6][CH:7]=2)[NH:20][N:19]=1. (2) Given the reactants [C:1]([C:4]1[C:5]2[N:6]([C:10]([C:13]3[C:18]([C:19]#[N:20])=[CH:17][N:16]=[C:15]([S:21][CH3:22])[N:14]=3)=[CH:11][N:12]=2)[CH:7]=[CH:8][CH:9]=1)(=[O:3])[CH3:2].[CH3:23][Mg]Br.[Cl-].[NH4+], predict the reaction product. The product is: [OH:3][C:1]([C:4]1[C:5]2[N:6]([C:10]([C:13]3[C:18]([C:19]#[N:20])=[CH:17][N:16]=[C:15]([S:21][CH3:22])[N:14]=3)=[CH:11][N:12]=2)[CH:7]=[CH:8][CH:9]=1)([CH3:23])[CH3:2].